Task: Regression/Classification. Given a drug SMILES string, predict its toxicity properties. Task type varies by dataset: regression for continuous values (e.g., LD50, hERG inhibition percentage) or binary classification for toxic/non-toxic outcomes (e.g., AMES mutagenicity, cardiotoxicity, hepatotoxicity). Dataset: herg_karim.. Dataset: hERG potassium channel inhibition data for cardiac toxicity prediction from Karim et al. (1) The molecule is CNC(C)C1CCN(c2c(F)cc3c(=O)c(C(=O)O)cn(C4CC4)c3c2OC)C1. The result is 0 (non-blocker). (2) The drug is Cn1cc(CNCC2CCN(c3ncc(C(=O)NO)cn3)CC2)c2ccccc21. The result is 0 (non-blocker). (3) The molecule is Cc1cccc(N2CCN(CCN(C)CC34CCC(CC3)C4(C)C)C2=O)c1. The result is 1 (blocker). (4) The compound is CCO/N=C(/c1ccc(F)c(F)c1)c1ccc(CN2CCC3(CC2)OCc2cc(F)ncc23)cn1. The result is 1 (blocker). (5) The drug is Cc1nc2cc(-n3ncc(C(=O)c4cc5ccc(Br)cc5[nH]4)c3N)ccc2[nH]1. The result is 0 (non-blocker). (6) The result is 1 (blocker). The drug is CC1CCN(C2CCC(NC(=O)C(C)c3cc(C(F)(F)F)cc(C(F)(F)F)c3)(c3ccccc3)CC2)CC1.